The task is: Predict which catalyst facilitates the given reaction.. This data is from Catalyst prediction with 721,799 reactions and 888 catalyst types from USPTO. (1) Reactant: [N+:1]([C:4]1[C:9]([O:10][C:11]2[CH:12]=[C:13]([N:17]3[CH2:22][CH2:21][O:20][CH2:19][CH2:18]3)[CH:14]=[CH:15][CH:16]=2)=[CH:8][CH:7]=[CH:6][N:5]=1)([O-])=O.[H][H]. Product: [O:20]1[CH2:21][CH2:22][N:17]([C:13]2[CH:12]=[C:11]([CH:16]=[CH:15][CH:14]=2)[O:10][C:9]2[C:4]([NH2:1])=[N:5][CH:6]=[CH:7][CH:8]=2)[CH2:18][CH2:19]1. The catalyst class is: 29. (2) Reactant: [F:1][C:2]1[CH:9]=[C:8]([OH:10])[C:7]([OH:11])=[CH:6][C:3]=1[CH:4]=[O:5].[C:12]([O-])([O-])=O.[Cs+].[Cs+].O. Product: [F:1][C:2]1[C:3]([CH:4]=[O:5])=[CH:6][C:7]2[O:11][CH2:12][O:10][C:8]=2[CH:9]=1. The catalyst class is: 3. (3) Reactant: [Si:1]([C:8]#[C:9][C:10]1[S:14][C:13]([N+:15]([O-])=O)=[C:12]([C:18]([NH2:20])=[O:19])[CH:11]=1)([C:4]([CH3:7])([CH3:6])[CH3:5])([CH3:3])[CH3:2]. Product: [NH2:15][C:13]1[S:14][C:10]([C:9]#[C:8][Si:1]([C:4]([CH3:7])([CH3:6])[CH3:5])([CH3:3])[CH3:2])=[CH:11][C:12]=1[C:18]([NH2:20])=[O:19]. The catalyst class is: 465. (4) Reactant: [O:1]1[CH2:6][CH2:5][N:4]([CH2:7]/[CH:8]=[CH:9]/[C:10]([O:12]C(C)(C)C)=[O:11])[CH2:3][CH2:2]1.Cl. Product: [O:1]1[CH2:2][CH2:3][N:4]([CH2:7]/[CH:8]=[CH:9]/[C:10]([OH:12])=[O:11])[CH2:5][CH2:6]1. The catalyst class is: 11.